Dataset: Peptide-MHC class I binding affinity with 185,985 pairs from IEDB/IMGT. Task: Regression. Given a peptide amino acid sequence and an MHC pseudo amino acid sequence, predict their binding affinity value. This is MHC class I binding data. (1) The peptide sequence is FLRGRAYGL. The MHC is HLA-A68:02 with pseudo-sequence HLA-A68:02. The binding affinity (normalized) is 0. (2) The peptide sequence is SFYNFLQR. The MHC is H-2-Kb with pseudo-sequence H-2-Kb. The binding affinity (normalized) is 0.423. (3) The peptide sequence is LKFSLPFPFLYKFLL. The MHC is HLA-C06:02 with pseudo-sequence HLA-C06:02. The binding affinity (normalized) is 0.00633. (4) The peptide sequence is WSPRDYTPQ. The MHC is H-2-Dd with pseudo-sequence H-2-Dd. The binding affinity (normalized) is 0. (5) The peptide sequence is WENGFKVVL. The MHC is HLA-A02:06 with pseudo-sequence HLA-A02:06. The binding affinity (normalized) is 0.0847. (6) The MHC is HLA-A29:02 with pseudo-sequence HLA-A29:02. The binding affinity (normalized) is 0.185. The peptide sequence is KFIEDTNKL. (7) The peptide sequence is VEDGRFWEL. The MHC is HLA-B40:01 with pseudo-sequence HLA-B40:01. The binding affinity (normalized) is 0.816. (8) The peptide sequence is KMEKDGQL. The MHC is Mamu-B08 with pseudo-sequence Mamu-B08. The binding affinity (normalized) is 0.106.